Dataset: Reaction yield outcomes from USPTO patents with 853,638 reactions. Task: Predict the reaction yield, written as a fraction of the theoretical maximum amount of product (1.0 means a 100% yield; for example, 0.34 means a 34% yield). (1) The reactants are [F:1][C:2]([F:25])([C:18]1[CH:23]=[CH:22][C:21]([F:24])=[CH:20][N:19]=1)[C:3]1[N:12]=[C:11](SC)[C:10]2[C:5](=[C:6]([C:15]([NH2:17])=[O:16])[CH:7]=[CH:8][CH:9]=2)[N:4]=1.ClC1C=CC=C(C(OO)=O)C=1.S([O-])([O-])(=O)=S.[Na+].[Na+].C(=O)(O)[O-].[Na+].[CH3:49][C:50]1[NH:54][N:53]=[C:52]([NH2:55])[CH:51]=1. The catalyst is C(Cl)Cl.C1COCC1. The product is [F:1][C:2]([F:25])([C:18]1[CH:23]=[CH:22][C:21]([F:24])=[CH:20][N:19]=1)[C:3]1[N:12]=[C:11]([NH:55][C:52]2[CH:51]=[C:50]([CH3:49])[NH:54][N:53]=2)[C:10]2[C:5](=[C:6]([C:15]([NH2:17])=[O:16])[CH:7]=[CH:8][CH:9]=2)[N:4]=1. The yield is 0.500. (2) The reactants are [F:1][C:2]1[CH:7]=[CH:6][C:5]([C@@H:8]([OH:47])[CH2:9][CH2:10][C@H:11]2[C:14](=[O:15])[N:13]([C:16]3[CH:21]=[CH:20][CH:19]=[CH:18][CH:17]=3)[C@@H:12]2[C:22]2[CH:27]=[CH:26][C:25]([C:28]3[CH:33]=[CH:32][CH:31]=[C:30]([C@H:34]([OH:45])[C@H:35]4[O:41][CH:39]([OH:40])[C@H:38]([OH:42])[C@@H:37]([OH:43])[C@@H:36]4[OH:44])[CH:29]=3)=[CH:24][C:23]=2[OH:46])=[CH:4][CH:3]=1.[BH4-].[Na+]. The catalyst is C(#N)C.O.C(#N)C. The product is [F:1][C:2]1[CH:3]=[CH:4][C:5]([C@@H:8]([OH:47])[CH2:9][CH2:10][C@H:11]2[C:14](=[O:15])[N:13]([C:16]3[CH:17]=[CH:18][CH:19]=[CH:20][CH:21]=3)[C@@H:12]2[C:22]2[CH:27]=[CH:26][C:25]([C:28]3[CH:33]=[CH:32][CH:31]=[C:30]([C@H:34]([OH:45])[C@@H:35]([OH:41])[C@@H:36]([OH:44])[C@H:37]([OH:43])[C@@H:38]([OH:42])[CH2:39][OH:40])[CH:29]=3)=[CH:24][C:23]=2[OH:46])=[CH:6][CH:7]=1. The yield is 0.220. (3) The reactants are [H-].[Na+].[Br:3][C:4]1[NH:8][CH:7]=[C:6]([C:9]([O:11][CH2:12]C)=[O:10])[C:5]=1[C:14]1[CH:19]=[CH:18][CH:17]=[CH:16][CH:15]=1.[C:20]1([S:26](Cl)(=[O:28])=[O:27])[CH:25]=[CH:24][CH:23]=[CH:22][CH:21]=1. No catalyst specified. The product is [Br:3][C:4]1[N:8]([S:26]([C:20]2[CH:25]=[CH:24][CH:23]=[CH:22][CH:21]=2)(=[O:28])=[O:27])[CH:7]=[C:6]([C:9]([O:11][CH3:12])=[O:10])[C:5]=1[C:14]1[CH:19]=[CH:18][CH:17]=[CH:16][CH:15]=1. The yield is 0.930. (4) The yield is 0.870. The product is [CH:1]([O:4][C:5]1[CH:21]=[CH:20][C:8]([CH2:9][C:11]2[CH:12]=[CH:13][C:14]([NH2:17])=[CH:15][CH:16]=2)=[CH:7][CH:6]=1)([CH3:3])[CH3:2]. The reactants are [CH:1]([O:4][C:5]1[CH:21]=[CH:20][C:8]([C:9]([C:11]2[CH:16]=[CH:15][C:14]([N+:17]([O-])=O)=[CH:13][CH:12]=2)=O)=[CH:7][CH:6]=1)([CH3:3])[CH3:2].Cl. The catalyst is [Pd].C(O)C.